Dataset: Reaction yield outcomes from USPTO patents with 853,638 reactions. Task: Predict the reaction yield, written as a fraction of the theoretical maximum amount of product (1.0 means a 100% yield; for example, 0.34 means a 34% yield). The reactants are [NH2:1][C:2]1[N:10]=[CH:9][C:8]([Br:11])=[CH:7][C:3]=1[C:4](O)=[O:5].C1C=CC2N(O)N=[N:18]C=2C=1.CCN=C=NCCCN(C)C.CCN(CC)CC.[NH4+].[Cl-]. The catalyst is CN(C=O)C. The product is [NH2:1][C:2]1[N:10]=[CH:9][C:8]([Br:11])=[CH:7][C:3]=1[C:4]([NH2:18])=[O:5]. The yield is 0.800.